From a dataset of Reaction yield outcomes from USPTO patents with 853,638 reactions. Predict the reaction yield, written as a fraction of the theoretical maximum amount of product (1.0 means a 100% yield; for example, 0.34 means a 34% yield). (1) The reactants are [Cl:1][C:2]1[C:3]([C:9]([OH:11])=O)=[N:4][N:5]([CH2:7][CH3:8])[CH:6]=1.S(Cl)(Cl)=O.[NH2:16][C:17]1[CH:18]=[C:19]([CH:32]=[CH:33][CH:34]=1)[C:20]([C:22]1[CH:30]=[C:29]2[C:25]([CH2:26][C:27](=[O:31])[NH:28]2)=[CH:24][CH:23]=1)=[O:21]. The catalyst is C1COCC1. The product is [O:31]=[C:27]1[CH2:26][C:25]2[C:29](=[CH:30][C:22]([C:20]([C:19]3[CH:18]=[C:17]([NH:16][C:9]([C:3]4[C:2]([Cl:1])=[CH:6][N:5]([CH2:7][CH3:8])[N:4]=4)=[O:11])[CH:34]=[CH:33][CH:32]=3)=[O:21])=[CH:23][CH:24]=2)[NH:28]1. The yield is 0.540. (2) The reactants are [CH:1]1([C:7]2[CH:12]=[CH:11][CH:10]=[CH:9][C:8]=2[OH:13])[CH2:6][CH2:5][CH2:4][CH2:3][CH2:2]1.[BrH:14].CS(C)=O. The catalyst is C(O)(=O)C.O. The product is [Br:14][C:11]1[CH:10]=[CH:9][C:8]([OH:13])=[C:7]([CH:1]2[CH2:2][CH2:3][CH2:4][CH2:5][CH2:6]2)[CH:12]=1. The yield is 0.930. (3) The reactants are [O:1]1[CH2:6][CH2:5][O:4][CH2:3][CH:2]1[CH:7](/[N:9]=[C:10](\[CH3:23])/[CH:11]([C:16]1[CH:21]=[CH:20][CH:19]=[CH:18][C:17]=1Br)[C:12]([O:14][CH3:15])=[O:13])[CH3:8].CC(C)([O-])C.[Na+]. The catalyst is O1CCOCC1. The product is [O:1]1[CH2:6][CH2:5][O:4][CH2:3][CH:2]1[CH:7]([N:9]1[C:21]2[C:16](=[CH:17][CH:18]=[CH:19][CH:20]=2)[C:11]([C:12]([O:14][CH3:15])=[O:13])=[C:10]1[CH3:23])[CH3:8]. The yield is 0.890.